From a dataset of Catalyst prediction with 721,799 reactions and 888 catalyst types from USPTO. Predict which catalyst facilitates the given reaction. Reactant: [CH3:1][C:2]1[O:3][C:4]2[C:9]([C:10](=[O:12])[CH:11]=1)=[CH:8][CH:7]=[CH:6][C:5]=2[CH:13]=O.[C:15]([CH:17]=[C:18]([O-])[CH3:19])#[N:16].[Na+].[NH2:22]/[C:23](/[CH3:31])=[CH:24]\[C:25]([O:27][CH:28]([CH3:30])[CH3:29])=[O:26].C(O)(=O)C. Product: [C:15]([C:17]1[CH:13]([C:5]2[CH:6]=[CH:7][CH:8]=[C:9]3[C:4]=2[O:3][C:2]([CH3:1])=[CH:11][C:10]3=[O:12])[C:24]([C:25]([O:27][CH:28]([CH3:30])[CH3:29])=[O:26])=[C:23]([CH3:31])[NH:22][C:18]=1[CH3:19])#[N:16]. The catalyst class is: 41.